Dataset: Full USPTO retrosynthesis dataset with 1.9M reactions from patents (1976-2016). Task: Predict the reactants needed to synthesize the given product. (1) Given the product [CH2:9]([C:8]1([C:5]2[CH:6]=[CH:7][C:2]([CH3:1])=[CH:3][CH:4]=2)[O:29][CH2:28][CH2:27][O:15]1)[CH2:10][CH2:11][CH2:12][CH2:13][CH3:14], predict the reactants needed to synthesize it. The reactants are: [CH3:1][C:2]1[CH:7]=[CH:6][C:5]([C:8](=[O:15])[CH2:9][CH2:10][CH2:11][CH2:12][CH2:13][CH3:14])=[CH:4][CH:3]=1.C1(C)C=CC(S(O)(=O)=O)=CC=1.[CH2:27](O)[CH2:28][OH:29]. (2) Given the product [N:19]1([CH2:24][CH2:25][CH2:26][NH:27][C:28]([C:30]2[CH:34]=[C:33]([CH3:35])[NH:32][C:31]=2[CH:36]=[C:11]2[C:10]3[C:14](=[CH:15][CH:16]=[CH:17][C:9]=3[C:4]3[CH:5]=[CH:6][C:7]([F:8])=[C:2]([Cl:1])[CH:3]=3)[NH:13][C:12]2=[O:18])=[O:29])[CH2:23][CH2:22][CH2:21][CH2:20]1, predict the reactants needed to synthesize it. The reactants are: [Cl:1][C:2]1[CH:3]=[C:4]([C:9]2[CH:17]=[CH:16][CH:15]=[C:14]3[C:10]=2[CH2:11][C:12](=[O:18])[NH:13]3)[CH:5]=[CH:6][C:7]=1[F:8].[N:19]1([CH2:24][CH2:25][CH2:26][NH:27][C:28]([C:30]2[CH:34]=[C:33]([CH3:35])[NH:32][C:31]=2[CH:36]=O)=[O:29])[CH2:23][CH2:22][CH2:21][CH2:20]1. (3) Given the product [Cl:1][C:2]1[CH:7]=[CH:6][C:5]([C:8]2[C:16]([C:17](=[N:23][OH:24])[CH:18]([CH3:20])[CH3:19])=[C:11]3[CH:12]=[CH:13][CH:14]=[CH:15][N:10]3[N:9]=2)=[CH:4][CH:3]=1, predict the reactants needed to synthesize it. The reactants are: [Cl:1][C:2]1[CH:7]=[CH:6][C:5]([C:8]2[C:16]([C:17](=O)[CH:18]([CH3:20])[CH3:19])=[C:11]3[CH:12]=[CH:13][CH:14]=[CH:15][N:10]3[N:9]=2)=[CH:4][CH:3]=1.Cl.[NH2:23][OH:24].[OH-].[Na+]. (4) Given the product [F:1][C:2]1[C:3]([CH2:9][OH:10])=[N:4][CH:5]=[CH:6][C:7]=1[CH3:8], predict the reactants needed to synthesize it. The reactants are: [F:1][C:2]1[C:3]([CH:9]=[O:10])=[N:4][CH:5]=[CH:6][C:7]=1[CH3:8].[BH4-].[Na+]. (5) The reactants are: [Br:1][C:2]1[CH:8]=[CH:7][C:5]([NH2:6])=[C:4]([N+:9]([O-])=O)[CH:3]=1. Given the product [Br:1][C:2]1[CH:3]=[C:4]([NH2:9])[C:5]([NH2:6])=[CH:7][CH:8]=1, predict the reactants needed to synthesize it. (6) Given the product [C:13]([C:4]1[CH:3]=[C:2]([NH:1][C:18]([O:20][C:21]2[CH:26]=[CH:25][CH:24]=[CH:23][CH:22]=2)=[O:19])[N:6]([CH2:7][C:8]([O:10][CH2:11][CH3:12])=[O:9])[N:5]=1)([CH3:15])([CH3:14])[CH3:16], predict the reactants needed to synthesize it. The reactants are: [NH2:1][C:2]1[N:6]([CH2:7][C:8]([O:10][CH2:11][CH3:12])=[O:9])[N:5]=[C:4]([C:13]([CH3:16])([CH3:15])[CH3:14])[CH:3]=1.Cl[C:18]([O:20][C:21]1[CH:26]=[CH:25][CH:24]=[CH:23][CH:22]=1)=[O:19].C([O-])([O-])=O.[K+].[K+]. (7) Given the product [CH3:7][O:10][CH2:11][CH2:12][N:14]([CH3:19])[C:15](=[O:2])[CH3:16], predict the reactants needed to synthesize it. The reactants are: C[O:2]CCNC.[C:7]([O:10][C:11](=O)[CH3:12])(=O)C.[N:14]1[CH:19]=CC=[CH:16][CH:15]=1.